This data is from Serine/threonine kinase 33 screen with 319,792 compounds. The task is: Binary Classification. Given a drug SMILES string, predict its activity (active/inactive) in a high-throughput screening assay against a specified biological target. (1) The result is 0 (inactive). The molecule is O(CCNc1n2c(nc3c2cccc3)c(c2c1CCCC2)C#N)CCO. (2) The drug is S(=O)(=O)(N1CCN(CC1)c1ccc(cc1)C(=O)C)c1c(CC)ccc(c1)c1onc(c1)C. The result is 0 (inactive). (3) The drug is O1CC2C(C3(N(C2c2c1ccc(OC)c2)C(=O)CNC3=O)C)c1ccccc1. The result is 0 (inactive).